Task: Binary Classification. Given a miRNA mature sequence and a target amino acid sequence, predict their likelihood of interaction.. Dataset: Experimentally validated miRNA-target interactions with 360,000+ pairs, plus equal number of negative samples (1) The miRNA is hsa-miR-4676-5p with sequence GAGCCAGUGGUGAGACAGUGA. The protein sequence of the target gene is MAKAPSWAGVGALAYKAPEALWPAEAVMDGTMEDSEAVQRATALIEQRLAQEEENEKLRGDARQKLPMDLLVLEDEKHHGAQSAALQKVKGQERVRKTSLDLRREIIDVGGIQNLIELRKKRKQKKRDALAASHEPPPEPEEITGPVDEETFLKAAVEGKMKVIEKFLADGGSADTCDQFRRTALHRASLEGHMEILEKLLDNGATVDFQDRLDCTAMHWACRGGHLEVVKLLQSHGADTNVRDKLLSTPLHVAVRTGQVEIVEHFLSLGLEINARDREGDTALHDAVRLNRYKIIKLLL.... Result: 0 (no interaction). (2) The miRNA is hsa-miR-371b-3p with sequence AAGUGCCCCCACAGUUUGAGUGC. The protein sequence of the target gene is MQRPGPFSTLYGRVLAPLPGRAGGAASGGGGNNWGLSGSHVQLPGRAHSETRGDKGGSSAGGPAPSTMSKAEEAKKLASHTAVENHVKNNQVLGIGSGSTIVHAVQRIAERVKQENLDLICIPTSFQARQLILQYGLTLSDLDQHPEIDLAIDGADEVDAELNLIKGGGGCLTQEKIVAGYASRFIVIADFRKDSKNLGDRWHKGIPIEVIPMAYVPVSRAVAQKFGGEVELRMAVNKAGPVVTDNGNFILDWKFDRVHKWSEVNTAIKMTPGVVDTGLFINMAERVYFGMQDGSVNVRE.... Result: 0 (no interaction). (3) The miRNA is hsa-miR-3144-3p with sequence AUAUACCUGUUCGGUCUCUUUA. The protein sequence of the target gene is MESNLSGLVPAAGLVPALPPTVTLGLTAAYTALYALLFFSVYAQLWLVLLYGHKRLSYQTVFLALCLLWAALRTTLFSFYFRDTPRANRLGPLPFWLLYCCPVCLQFFTLTLMNLYFVQVVFKAKAKRRPEMSRGLLAVRGAFVGASLLFLLVNVLCAVLSRQRQAQPWVLLLVRVLVSDSLFVICALSLAACLCLVARRAPSTSIYLEAKGTSVCQAAAIGGAMVLLYASRACYNLAALALAPRSRLDAFDYDWYNVSDQADLVNDLGNKGYLVFGLILFVWELLPTTLLVGFFRVHRP.... Result: 0 (no interaction).